This data is from Forward reaction prediction with 1.9M reactions from USPTO patents (1976-2016). The task is: Predict the product of the given reaction. (1) Given the reactants C(Cl)(=O)C(Cl)=O.CS(C)=O.[C:11]([O:15][C:16]([N:18]1[C@H:27]([CH2:28][OH:29])[CH2:26][C:25]2[C:20](=[CH:21][CH:22]=[CH:23][CH:24]=2)[CH2:19]1)=[O:17])([CH3:14])([CH3:13])[CH3:12].C(N(CC)CC)C, predict the reaction product. The product is: [C:11]([O:15][C:16]([N:18]1[C@H:27]([CH:28]=[O:29])[CH2:26][C:25]2[C:20](=[CH:21][CH:22]=[CH:23][CH:24]=2)[CH2:19]1)=[O:17])([CH3:14])([CH3:13])[CH3:12]. (2) The product is: [CH2:19]([NH:18][C:17]([CH:9]([CH2:10][C:11]1[CH:16]=[CH:15][CH:14]=[CH:13][CH:12]=1)[CH2:8][P:5]([CH:3]([NH:2][C:38](=[O:39])[CH2:37][CH2:36][CH:35]([NH:34][C:32]([O:31][C:27]([CH3:29])([CH3:28])[CH3:30])=[O:33])[C:41]([N:43]1[CH2:47][CH2:46][CH2:45][CH:44]1[C:48]#[N:49])=[O:42])[CH3:4])(=[O:6])[OH:7])=[O:26])[C:20]1[CH:25]=[CH:24][CH:23]=[CH:22][CH:21]=1. Given the reactants Cl.[NH2:2][CH:3]([P:5]([CH2:8][CH:9]([C:17](=[O:26])[NH:18][CH2:19][C:20]1[CH:25]=[CH:24][CH:23]=[CH:22][CH:21]=1)[CH2:10][C:11]1[CH:16]=[CH:15][CH:14]=[CH:13][CH:12]=1)(=[O:7])[OH:6])[CH3:4].[C:27]([O:31][C:32]([NH:34][CH:35]([C:41]([N:43]1[CH2:47][CH2:46][CH2:45][CH:44]1[C:48]#[N:49])=[O:42])[CH2:36][CH2:37][C:38](O)=[O:39])=[O:33])([CH3:30])([CH3:29])[CH3:28].CN1CCOCC1.Cl.CN(C)CCCN=C=NCC.OC1C2N=NNC=2C=CC=1, predict the reaction product. (3) Given the reactants C(OC(=O)C)(=O)C.CS(C)=O.[C:12]([O:16][C:17](=[O:38])[NH:18][C:19]([C:31]1[CH:32]=[N:33][C:34]([Cl:37])=[CH:35][CH:36]=1)([CH3:30])[CH:20]([C:22]1[CH:27]=[CH:26][C:25]([Cl:28])=[C:24]([F:29])[CH:23]=1)[OH:21])([CH3:15])([CH3:14])[CH3:13], predict the reaction product. The product is: [C:12]([O:16][C:17](=[O:38])[NH:18][C:19]([C:31]1[CH:32]=[N:33][C:34]([Cl:37])=[CH:35][CH:36]=1)([CH3:30])[C:20]([C:22]1[CH:27]=[CH:26][C:25]([Cl:28])=[C:24]([F:29])[CH:23]=1)=[O:21])([CH3:13])([CH3:14])[CH3:15]. (4) Given the reactants [C:1](Cl)(=[O:13])[CH2:2][CH2:3][CH2:4][CH2:5][CH2:6][CH2:7][CH2:8][CH2:9][CH2:10][CH2:11][CH3:12].[OH:15][CH2:16][CH:17]1[CH2:22][CH2:21][CH2:20][CH2:19][NH:18]1, predict the reaction product. The product is: [C:1]([O:15][CH2:16][CH:17]1[CH2:22][CH2:21][CH2:20][CH2:19][NH:18]1)(=[O:13])[CH2:2][CH2:3][CH2:4][CH2:5][CH2:6][CH2:7][CH2:8][CH2:9][CH2:10][CH2:11][CH3:12]. (5) Given the reactants Cl.Cl.[NH2:3][CH:4]1[CH2:9]CN(CC2(F)C3=C(F)C=NC4C=CC(=O)N(C=43)C2)C[CH2:5]1.[O:26]1[C:35]2[CH:34]=[C:33]([CH2:36][NH:37][CH:38]3[CH2:43][CH2:42][N:41]([CH2:44][C:45]4([F:59])[C:49]5=[C:50]([F:58])[CH:51]=[N:52][C:53]6[CH:54]=[CH:55][C:56](=[O:57])[N:47]([C:48]=65)[CH2:46]4)[CH2:40][CH2:39]3)[N:32]=[CH:31][C:30]=2[O:29][CH2:28][CH2:27]1.[NH2:60][CH:61]1[CH2:66][CH2:65][N:64]([CH2:67][C@:68]2([OH:82])[C:72]3=[C:73]([F:81])[CH:74]=[N:75][C:76]4[CH:77]=[CH:78][C:79](=[O:80])[N:70]([C:71]=43)[CH2:69]2)[CH2:63][CH2:62]1, predict the reaction product. The product is: [CH:4]([NH2:3])([CH3:9])[CH3:5].[O:26]1[C:35]2[CH:34]=[C:33]([CH2:36][NH:37][CH:38]3[CH2:43][CH2:42][N:41]([CH2:44][C:45]4([F:59])[C:49]5=[C:50]([F:58])[CH:51]=[N:52][C:53]6[CH:54]=[CH:55][C:56](=[O:57])[N:47]([C:48]=65)[CH2:46]4)[CH2:40][CH2:39]3)[N:32]=[CH:31][C:30]=2[O:29][CH2:28][CH2:27]1.[NH2:60][CH:61]1[CH2:62][CH2:63][N:64]([CH2:67][C@:68]2([OH:82])[C:72]3=[C:73]([F:81])[CH:74]=[N:75][C:76]4[CH:77]=[CH:78][C:79](=[O:80])[N:70]([C:71]=43)[CH2:69]2)[CH2:65][CH2:66]1. (6) Given the reactants [Br:1][CH2:2][CH2:3][CH2:4][CH2:5][CH2:6][CH2:7][CH2:8][CH2:9][CH2:10][CH2:11][CH2:12][CH2:13][OH:14].CC(C)=[O:17].OS(O)(=O)=O.O=[Cr](=O)=O, predict the reaction product. The product is: [Br:1][CH2:2][CH2:3][CH2:4][CH2:5][CH2:6][CH2:7][CH2:8][CH2:9][CH2:10][CH2:11][CH2:12][C:13]([OH:17])=[O:14].